Dataset: NCI-60 drug combinations with 297,098 pairs across 59 cell lines. Task: Regression. Given two drug SMILES strings and cell line genomic features, predict the synergy score measuring deviation from expected non-interaction effect. Drug 1: COC1=CC(=CC(=C1O)OC)C2C3C(COC3=O)C(C4=CC5=C(C=C24)OCO5)OC6C(C(C7C(O6)COC(O7)C8=CC=CS8)O)O. Drug 2: CCC1(CC2CC(C3=C(CCN(C2)C1)C4=CC=CC=C4N3)(C5=C(C=C6C(=C5)C78CCN9C7C(C=CC9)(C(C(C8N6C=O)(C(=O)OC)O)OC(=O)C)CC)OC)C(=O)OC)O.OS(=O)(=O)O. Cell line: HOP-92. Synergy scores: CSS=48.9, Synergy_ZIP=2.69, Synergy_Bliss=0.761, Synergy_Loewe=-1.86, Synergy_HSA=3.83.